Dataset: Forward reaction prediction with 1.9M reactions from USPTO patents (1976-2016). Task: Predict the product of the given reaction. (1) The product is: [Br:24][C:6]1[C:5]2[C:10](=[C:11]([C:13]#[N:14])[CH:12]=[C:3]([O:2][CH3:1])[CH:4]=2)[C:9](=[O:15])[N:8]([C:16]2[CH:21]=[CH:20][C:19]([O:22][CH3:23])=[CH:18][CH:17]=2)[CH:7]=1. Given the reactants [CH3:1][O:2][C:3]1[CH:4]=[C:5]2[C:10](=[C:11]([C:13]#[N:14])[CH:12]=1)[C:9](=[O:15])[N:8]([C:16]1[CH:21]=[CH:20][C:19]([O:22][CH3:23])=[CH:18][CH:17]=1)[CH:7]=[CH:6]2.[Br:24]N1C(=O)CCC1=O, predict the reaction product. (2) Given the reactants [C:1]([N:9]=[C:10]=[O:11])(=[O:8])[C:2]1[CH:7]=[CH:6][CH:5]=[CH:4][CH:3]=1.[NH2:12][CH:13]1[CH2:18][CH2:17][N:16]([C:19]([O:21][C:22]([CH3:25])([CH3:24])[CH3:23])=[O:20])[CH2:15][CH2:14]1, predict the reaction product. The product is: [C:1]([NH:9][C:10](=[O:11])[NH:12][CH:13]1[CH2:14][CH2:15][N:16]([C:19]([O:21][C:22]([CH3:25])([CH3:24])[CH3:23])=[O:20])[CH2:17][CH2:18]1)(=[O:8])[C:2]1[CH:7]=[CH:6][CH:5]=[CH:4][CH:3]=1. (3) The product is: [CH2:1]([O:8][C:9]([N:11]1[CH2:16][CH2:15][N:14]([NH:17][C:18]([C:40]2[CH:41]=[N:42][C:37]([C:31]3[CH:32]=[CH:33][CH:34]=[CH:35][CH:36]=3)=[N:38][CH:39]=2)=[O:27])[C:13](=[O:28])[CH2:12]1)=[O:10])[C:2]1[CH:7]=[CH:6][CH:5]=[CH:4][CH:3]=1. Given the reactants [CH2:1]([O:8][C:9]([N:11]1[CH2:16][CH2:15][N:14]([N:17]2C(=O)C3C(=CC=CC=3)[C:18]2=[O:27])[C:13](=[O:28])[CH2:12]1)=[O:10])[C:2]1[CH:7]=[CH:6][CH:5]=[CH:4][CH:3]=1.NN.[C:31]1([C:37]2[N:42]=[CH:41][C:40](C(Cl)=O)=[CH:39][N:38]=2)[CH:36]=[CH:35][CH:34]=[CH:33][CH:32]=1, predict the reaction product. (4) Given the reactants [NH2:1][C:2]1[S:3][CH:4]([C:20]2[CH:25]=[CH:24][C:23]([F:26])=[CH:22][CH:21]=2)[C:5]([C:8]2[CH:9]=[C:10]([CH3:19])[C:11]3[O:16][CH2:15][C:14](=[O:17])[NH:13][C:12]=3[CH:18]=2)=[CH:6][N:7]=1.Cl[CH2:28][CH:29]=O, predict the reaction product. The product is: [F:26][C:23]1[CH:24]=[CH:25][C:20]([CH:4]2[S:3][C:2]3=[N:1][CH:28]=[CH:29][N:7]3[CH:6]=[C:5]2[C:8]2[CH:9]=[C:10]([CH3:19])[C:11]3[O:16][CH2:15][C:14](=[O:17])[NH:13][C:12]=3[CH:18]=2)=[CH:21][CH:22]=1. (5) Given the reactants C(OC([NH:8][CH2:9][C:10]1[N:11]([CH2:37][CH:38]([CH3:40])[CH3:39])[C:12](=[O:36])[C:13]2[C:18]([C:19]=1[C:20]1[CH:25]=[CH:24][CH:23]=[CH:22][CH:21]=1)=[CH:17][C:16]([C:26]1[S:27][CH:28]=[C:29]([C:31]([O:33][CH2:34][CH3:35])=[O:32])[N:30]=1)=[CH:15][CH:14]=2)=O)(C)(C)C.[ClH:41], predict the reaction product. The product is: [ClH:41].[NH2:8][CH2:9][C:10]1[N:11]([CH2:37][CH:38]([CH3:39])[CH3:40])[C:12](=[O:36])[C:13]2[C:18]([C:19]=1[C:20]1[CH:21]=[CH:22][CH:23]=[CH:24][CH:25]=1)=[CH:17][C:16]([C:26]1[S:27][CH:28]=[C:29]([C:31]([O:33][CH2:34][CH3:35])=[O:32])[N:30]=1)=[CH:15][CH:14]=2. (6) Given the reactants [N:1]1[O:2][N:3]=[C:4]2[C:9]([CH:10]=O)=[CH:8][CH:7]=[CH:6][C:5]=12.[NH2:12][C:13]1[CH:17]=[CH:16][NH:15][N:14]=1, predict the reaction product. The product is: [N:1]1[O:2][N:3]=[C:4]2[C:9]([CH:10]3[C:4]([C:5]#[N:1])=[C:9]([CH3:8])[NH:12][C:13]4=[N:14][NH:15][CH:16]=[C:17]34)=[CH:8][CH:7]=[CH:6][C:5]=12. (7) Given the reactants C(OC(=O)[N:7]([S:13]([C:16]1[CH:21]=[C:20]([Cl:22])[C:19]([O:23][C@H:24]2[CH2:29][CH2:28][CH2:27][CH2:26][C@H:25]2[N:30]2[CH:34]=[CH:33][N:32]=[CH:31]2)=[CH:18][C:17]=1[F:35])(=[O:15])=[O:14])[C:8]1[N:9]=[CH:10][S:11][CH:12]=1)(C)(C)C.FC(F)(F)C(O)=O, predict the reaction product. The product is: [Cl:22][C:20]1[C:19]([O:23][C@H:24]2[CH2:29][CH2:28][CH2:27][CH2:26][C@@H:25]2[N:30]2[CH:34]=[CH:33][N:32]=[CH:31]2)=[CH:18][C:17]([F:35])=[C:16]([S:13]([NH:7][C:8]2[N:9]=[CH:10][S:11][CH:12]=2)(=[O:15])=[O:14])[CH:21]=1.